From a dataset of Full USPTO retrosynthesis dataset with 1.9M reactions from patents (1976-2016). Predict the reactants needed to synthesize the given product. (1) Given the product [Br:1][C:2]1[C:7]([CH3:8])=[CH:6][C:5]([C:9]2[C:18]3[C:13](=[CH:14][C:15]([S:19]([NH:42][C:37]4[N:38]=[CH:39][CH:40]=[CH:41][N:36]=4)(=[O:21])=[O:20])=[CH:16][CH:17]=3)[N:12]=[CH:11][N:10]=2)=[C:4]([O:34][CH3:35])[CH:3]=1, predict the reactants needed to synthesize it. The reactants are: [Br:1][C:2]1[C:7]([CH3:8])=[CH:6][C:5]([C:9]2[C:18]3[C:13](=[CH:14][C:15]([S:19](OC4C(F)=C(F)C(F)=C(F)C=4F)(=[O:21])=[O:20])=[CH:16][CH:17]=3)[N:12]=[CH:11][N:10]=2)=[C:4]([O:34][CH3:35])[CH:3]=1.[N:36]1[CH:41]=[CH:40][CH:39]=[N:38][C:37]=1[NH2:42].C1COCC1.C[Si]([N-][Si](C)(C)C)(C)C.[Li+]. (2) Given the product [CH3:14][C:13]1[CH:12]=[C:11]([N+:15]([O-:17])=[O:16])[C:10]2[CH2:9][CH2:8][CH2:7][C:6]=2[C:5]=1[SH:4], predict the reactants needed to synthesize it. The reactants are: CN(C)C(=O)[S:4][C:5]1[C:13]([CH3:14])=[CH:12][C:11]([N+:15]([O-:17])=[O:16])=[C:10]2[C:6]=1[CH2:7][CH2:8][CH2:9]2.[OH-].[Na+].Cl. (3) Given the product [Br:50][CH2:26][CH2:25][CH2:24][CH2:23][C:13]1[C:12](=[O:28])[C:11]2[C:16](=[CH:17][C:8]([NH:7][CH:1]3[CH2:6][CH2:5][CH2:4][CH2:3][CH2:2]3)=[C:9]([F:29])[CH:10]=2)[N:15]([CH:18]([CH2:21][CH3:22])[CH2:19][CH3:20])[CH:14]=1, predict the reactants needed to synthesize it. The reactants are: [CH:1]1([NH:7][C:8]2[CH:17]=[C:16]3[C:11]([C:12](=[O:28])[C:13]([CH2:23][CH2:24][CH2:25][CH2:26]O)=[CH:14][N:15]3[CH:18]([CH2:21][CH3:22])[CH2:19][CH3:20])=[CH:10][C:9]=2[F:29])[CH2:6][CH2:5][CH2:4][CH2:3][CH2:2]1.C1(P(C2C=CC=CC=2)C2C=CC=CC=2)C=CC=CC=1.C(Br)(Br)(Br)[Br:50].C(=O)([O-])O.[Na+].